Regression. Given a peptide amino acid sequence and an MHC pseudo amino acid sequence, predict their binding affinity value. This is MHC class I binding data. From a dataset of Peptide-MHC class I binding affinity with 185,985 pairs from IEDB/IMGT. (1) The peptide sequence is RVPNYNLVI. The MHC is HLA-A02:01 with pseudo-sequence HLA-A02:01. The binding affinity (normalized) is 0.0351. (2) The peptide sequence is QQICSNFKI. The MHC is HLA-A29:02 with pseudo-sequence HLA-A29:02. The binding affinity (normalized) is 0.239. (3) The binding affinity (normalized) is 0.659. The MHC is H-2-Kk with pseudo-sequence H-2-Kk. The peptide sequence is MESTGNLI. (4) The peptide sequence is IPSSWAFGK. The MHC is Patr-A0401 with pseudo-sequence Patr-A0401. The binding affinity (normalized) is 0.319. (5) The peptide sequence is VVQRCASNK. The MHC is HLA-A33:01 with pseudo-sequence HLA-A33:01. The binding affinity (normalized) is 0. (6) The peptide sequence is SLSHNFTLV. The binding affinity (normalized) is 1.00. The MHC is HLA-A02:02 with pseudo-sequence HLA-A02:02. (7) The peptide sequence is RQFPTAFEW. The MHC is Mamu-B3901 with pseudo-sequence Mamu-B3901. The binding affinity (normalized) is 0.739. (8) The peptide sequence is AESICSYWL. The MHC is HLA-B27:03 with pseudo-sequence HLA-B27:03. The binding affinity (normalized) is 0.0847. (9) The binding affinity (normalized) is 0.490. The MHC is Mamu-A01 with pseudo-sequence Mamu-A01. The peptide sequence is TTAIQVPGMQI. (10) The binding affinity (normalized) is 0.487. The MHC is HLA-A29:02 with pseudo-sequence HLA-A29:02. The peptide sequence is PFVVSTGYHF.